Dataset: Full USPTO retrosynthesis dataset with 1.9M reactions from patents (1976-2016). Task: Predict the reactants needed to synthesize the given product. (1) Given the product [F:1][C:2]1[CH:7]=[CH:6][C:5]([CH2:8][C:9]([OH:11])=[O:10])=[C:4]([CH3:16])[CH:3]=1, predict the reactants needed to synthesize it. The reactants are: [F:1][C:2]1[CH:7]=[CH:6][C:5]([CH2:8][C:9]([O:11]C(C)(C)C)=[O:10])=[C:4]([CH3:16])[CH:3]=1.C(C(O)=O)(F)(F)F. (2) The reactants are: [H-].[Na+].[O:3]1[C:8]2[CH:9]=[CH:10][C:11]([OH:13])=[CH:12][C:7]=2[NH:6][CH2:5][CH2:4]1.[CH3:14][C:15]([Si:18](Cl)([CH3:20])[CH3:19])([CH3:17])[CH3:16]. Given the product [C:15]([Si:18]([CH3:20])([CH3:19])[O:13][C:11]1[CH:10]=[CH:9][C:8]2[O:3][CH2:4][CH2:5][NH:6][C:7]=2[CH:12]=1)([CH3:17])([CH3:16])[CH3:14], predict the reactants needed to synthesize it. (3) The reactants are: [Cl:1][C:2]1[CH:27]=[CH:26][C:25]([Cl:28])=[CH:24][C:3]=1[O:4][C:5]1[C:10]([C:11]([N:13]2[C:22]3[C:17](=[CH:18][CH:19]=[CH:20][CH:21]=3)[NH:16][CH2:15][CH2:14]2)=[O:12])=[CH:9][C:8]([F:23])=[CH:7][N:6]=1.[H-].[Al+3].[Li+].[H-].[H-].[H-].[CH2:35]([O:37][C:38](=[O:42])[CH2:39][CH2:40]Br)[CH3:36]. Given the product [CH2:35]([O:37][C:38](=[O:42])[CH2:39][CH2:40][N:16]1[C:17]2[C:22](=[CH:21][CH:20]=[CH:19][CH:18]=2)[N:13]([C:11]([C:10]2[C:5]([O:4][C:3]3[CH:24]=[C:25]([Cl:28])[CH:26]=[CH:27][C:2]=3[Cl:1])=[N:6][CH:7]=[C:8]([F:23])[CH:9]=2)=[O:12])[CH2:14][CH2:15]1)[CH3:36], predict the reactants needed to synthesize it. (4) Given the product [N+:7]([C:10]1[CH:11]=[N:12][N:13]([CH:3]2[CH2:4][CH2:5][C:1](=[O:6])[CH2:2]2)[CH:14]=1)([O-:9])=[O:8], predict the reactants needed to synthesize it. The reactants are: [C:1]1(=[O:6])[CH2:5][CH2:4][CH:3]=[CH:2]1.[N+:7]([C:10]1[CH:11]=[N:12][NH:13][CH:14]=1)([O-:9])=[O:8].O. (5) Given the product [Cl:1][C:2]1[CH:3]=[C:4]([N+:9]([O-:11])=[O:10])[CH:5]=[CH:6][C:7]=1[NH:22][C:20]([CH3:23])([CH3:21])[CH2:19][C:16]1[CH:17]=[CH:18][C:13]([Cl:12])=[C:14]([F:24])[CH:15]=1, predict the reactants needed to synthesize it. The reactants are: [Cl:1][C:2]1[CH:3]=[C:4]([N+:9]([O-:11])=[O:10])[CH:5]=[CH:6][C:7]=1F.[Cl:12][C:13]1[CH:18]=[CH:17][C:16]([CH2:19][C:20]([CH3:23])([NH2:22])[CH3:21])=[CH:15][C:14]=1[F:24].O. (6) Given the product [CH:8]1([CH2:12][N:13]2[C:3]3[CH2:2][O:1][CH2:5][C:4]=3[S:14][C:15]2=[NH:16])[CH2:11][CH2:10][CH2:9]1, predict the reactants needed to synthesize it. The reactants are: [O:1]1[CH2:5][CH2:4][C:3](=O)[CH2:2]1.Cl.[CH:8]1([CH2:12][NH2:13])[CH2:11][CH2:10][CH2:9]1.[S-:14][C:15]#[N:16].[K+].II. (7) Given the product [CH3:1][O:2][C:3]([C:4]1[C:9]([Br:10])=[CH:8][N:7]2[CH:19]=[CH:20][N:11]=[C:6]2[CH:5]=1)=[O:12], predict the reactants needed to synthesize it. The reactants are: [CH3:1][O:2][C:3](=[O:12])[C:4]1[C:9]([Br:10])=[CH:8][N:7]=[C:6]([NH2:11])[CH:5]=1.C([O-])(O)=O.[Na+].Cl[CH2:19][CH:20]=O. (8) Given the product [OH:9][C@@H:8]([CH3:10])[C@@H:7]([NH:6][C:14]([O:15][CH2:16][CH2:17][CH2:18][C:19]1[CH:24]=[CH:23][CH:22]=[CH:21][CH:20]=1)=[O:25])[C:11]([OH:13])=[O:12], predict the reactants needed to synthesize it. The reactants are: C([O-])(O)=O.[Na+].[NH2:6][C@@H:7]([C:11]([OH:13])=[O:12])[C@H:8]([CH3:10])[OH:9].[C:14](Cl)(=[O:25])[O:15][CH2:16][CH2:17][CH2:18][C:19]1[CH:24]=[CH:23][CH:22]=[CH:21][CH:20]=1. (9) Given the product [Cl:17][C:2]1[CH:7]=[C:6]([CH3:8])[NH:5][C:4](=[O:9])[C:3]=1[C:10]([O:12][CH2:13][CH3:14])=[O:11], predict the reactants needed to synthesize it. The reactants are: O[C:2]1[CH:7]=[C:6]([CH3:8])[NH:5][C:4](=[O:9])[C:3]=1[C:10]([O:12][CH2:13][CH3:14])=[O:11].P(Cl)(Cl)([Cl:17])=O.[Cl-].C([N+](CC)(CC)CC)CCC. (10) Given the product [CH3:12][O:11][C:10]1[CH:9]=[CH:8][C:5](/[CH:6]=[C:16](/[N+:13]([O-:15])=[O:14])\[CH3:17])=[CH:4][C:3]=1[O:2][CH3:1], predict the reactants needed to synthesize it. The reactants are: [CH3:1][O:2][C:3]1[CH:4]=[C:5]([CH:8]=[CH:9][C:10]=1[O:11][CH3:12])[CH:6]=O.[N+:13]([CH2:16][CH3:17])([O-:15])=[O:14].